Dataset: Reaction yield outcomes from USPTO patents with 853,638 reactions. Task: Predict the reaction yield, written as a fraction of the theoretical maximum amount of product (1.0 means a 100% yield; for example, 0.34 means a 34% yield). (1) The reactants are [NH2:1][C:2]1[CH:11]=[CH:10][C:9]([C:12]([C:14]2[N:22]3[C:17]([CH:18]=[CH:19][C:20]([O:23]CC4C=CC=CC=4)=[CH:21]3)=[C:16]([O:31][CH3:32])[C:15]=2[CH3:33])=[O:13])=[CH:8][C:3]=1[C:4]([O:6][CH3:7])=[O:5].C([O-])=O.[NH4+].C(OC(C)C)(C)C. The catalyst is CN(C)C=O.[Pd]. The product is [NH2:1][C:2]1[CH:11]=[CH:10][C:9]([C:12]([C:14]2[N:22]3[C:17]([CH:18]=[CH:19][C:20]([OH:23])=[CH:21]3)=[C:16]([O:31][CH3:32])[C:15]=2[CH3:33])=[O:13])=[CH:8][C:3]=1[C:4]([O:6][CH3:7])=[O:5]. The yield is 0.850. (2) The product is [C:1]([O:5][C:6](=[O:67])[C@H:7]([NH:46][C:47](=[O:66])[NH:48][C@H:49]([CH2:57][CH2:58][C:59]([O:61][C:62]([CH3:65])([CH3:64])[CH3:63])=[O:60])[C:50]([O:52][C:53]([CH3:56])([CH3:55])[CH3:54])=[O:51])[CH2:8][CH2:9][CH2:10][CH2:11][NH:12][C:13](=[O:45])[CH2:14][N:15]1[C:19]([CH2:20][N:21]2[C:29](=[O:30])[C:28]3[C:23](=[CH:24][CH:25]=[CH:26][CH:27]=3)[C:22]2=[O:31])=[C:18]([I:68])[N:17]=[N:16]1)([CH3:4])([CH3:3])[CH3:2]. The reactants are [C:1]([O:5][C:6](=[O:67])[C@@H:7]([NH:46][C:47](=[O:66])[NH:48][C@@H:49]([CH2:57][CH2:58][C:59]([O:61][C:62]([CH3:65])([CH3:64])[CH3:63])=[O:60])[C:50]([O:52][C:53]([CH3:56])([CH3:55])[CH3:54])=[O:51])[CH2:8][CH2:9][CH2:10][CH2:11][NH:12][C:13](=[O:45])[CH2:14][N:15]1[C:19]([CH2:20][N:21]2[C:29](=[O:30])[C:28]3[C:23](=[CH:24][CH:25]=[CH:26][CH:27]=3)[C:22]2=[O:31])=[C:18]([Sn](CCCC)(CCCC)CCCC)[N:17]=[N:16]1)([CH3:4])([CH3:3])[CH3:2].[I:68]I. The catalyst is C(Cl)Cl. The yield is 0.890. (3) The reactants are [Br:1][C:2]1[CH:3]=[C:4]([CH:8]=O)[CH:5]=[N:6][CH:7]=1.[CH2:10]([S:12]([NH2:15])(=[O:14])=[O:13])[CH3:11].[F:16][C:17]1[CH:22]=[CH:21][C:20]([Mg]Br)=[CH:19][CH:18]=1. The catalyst is C1(C)C=CC=CC=1.CC(C)[O-].[Ti+4].CC(C)[O-].CC(C)[O-].CC(C)[O-]. The product is [Br:1][C:2]1[CH:3]=[C:4]([CH:8]([C:20]2[CH:21]=[CH:22][C:17]([F:16])=[CH:18][CH:19]=2)[NH:15][S:12]([CH2:10][CH3:11])(=[O:14])=[O:13])[CH:5]=[N:6][CH:7]=1. The yield is 0.530.